Dataset: Forward reaction prediction with 1.9M reactions from USPTO patents (1976-2016). Task: Predict the product of the given reaction. (1) Given the reactants [Br-].[CH2:2]([P+](C1C=CC=CC=1)(C1C=CC=CC=1)C1C=CC=CC=1)[CH2:3][CH3:4].CN(C=O)C.[H-].[Na+].[C:31]([C:33]1[CH:34]=[C:35]([CH:38]=[CH:39][CH:40]=1)[CH:36]=O)#[N:32], predict the reaction product. The product is: [CH:36]([C:35]1[CH:34]=[C:33]([CH:40]=[CH:39][CH:38]=1)[C:31]#[N:32])=[CH:2][CH2:3][CH3:4]. (2) Given the reactants [Cl:1][C:2]1[CH:7]=[CH:6][C:5]([CH:8]=[CH:9][C:10]2[CH:15]=[CH:14][CH:13]=[CH:12][N+:11]=2[O-])=[CH:4][CH:3]=1.COS(OC)(=O)=O.[C-:24]#[N:25].[Na+], predict the reaction product. The product is: [Cl:1][C:2]1[CH:7]=[CH:6][C:5]([CH:8]=[CH:9][C:10]2[N:11]=[C:12]([C:24]#[N:25])[CH:13]=[CH:14][CH:15]=2)=[CH:4][CH:3]=1. (3) Given the reactants [CH3:1][C:2]1[CH:3]=[C:4]2[C:9](=[CH:10][CH:11]=1)[NH:8][C:7](=O)[CH:6]=[CH:5]2.O=P(Cl)(Cl)[Cl:15], predict the reaction product. The product is: [Cl:15][C:7]1[CH:6]=[CH:5][C:4]2[C:9](=[CH:10][CH:11]=[C:2]([CH3:1])[CH:3]=2)[N:8]=1. (4) The product is: [C:1]1([C:27]2[CH:32]=[CH:31][CH:30]=[CH:29][CH:28]=2)[CH:6]=[CH:5][C:4]([C:7]([N:9]2[CH2:14][CH2:13][N:12]([C:15]3[C:16]4[CH:24]=[C:23]([CH2:25][CH3:26])[S:22][C:17]=4[N:18]=[C:19]([NH:39][CH2:38][CH2:37][CH:36]([O:40][CH2:41][CH3:42])[O:35][CH2:33][CH3:34])[N:20]=3)[CH2:11][CH2:10]2)=[O:8])=[CH:3][CH:2]=1. Given the reactants [C:1]1([C:27]2[CH:32]=[CH:31][CH:30]=[CH:29][CH:28]=2)[CH:6]=[CH:5][C:4]([C:7]([N:9]2[CH2:14][CH2:13][N:12]([C:15]3[C:16]4[CH:24]=[C:23]([CH2:25][CH3:26])[S:22][C:17]=4[N:18]=[C:19](Cl)[N:20]=3)[CH2:11][CH2:10]2)=[O:8])=[CH:3][CH:2]=1.[CH2:33]([O:35][CH:36]([O:40][CH2:41][CH3:42])[CH2:37][CH2:38][NH2:39])[CH3:34], predict the reaction product. (5) Given the reactants [Br:1][C:2]1[CH:3]=[N:4][N:5]2[C:10]([N:11]([CH2:19][CH:20]3[CH2:25][CH2:24][O:23][CH2:22][CH2:21]3)[C:12](=[O:18])[O:13][C:14]([CH3:17])([CH3:16])[CH3:15])=[CH:9][C:8](Cl)=[N:7][C:6]=12.[C:27]1([OH:33])[CH:32]=[CH:31][CH:30]=[CH:29][CH:28]=1.C([O-])([O-])=O.[K+].[K+], predict the reaction product. The product is: [Br:1][C:2]1[CH:3]=[N:4][N:5]2[C:10]([N:11]([CH2:19][CH:20]3[CH2:25][CH2:24][O:23][CH2:22][CH2:21]3)[C:12](=[O:18])[O:13][C:14]([CH3:17])([CH3:16])[CH3:15])=[CH:9][C:8]([O:33][C:27]3[CH:32]=[CH:31][CH:30]=[CH:29][CH:28]=3)=[N:7][C:6]=12. (6) Given the reactants [F:1][C:2]1[CH:7]=[CH:6][CH:5]=[C:4]([O:8][CH3:9])[C:3]=1[OH:10].[Cl:11][C:12]1[N:17]=[C:16](Cl)[C:15]([Cl:19])=[CH:14][N:13]=1, predict the reaction product. The product is: [Cl:11][C:12]1[N:17]=[C:16]([O:10][C:3]2[C:4]([O:8][CH3:9])=[CH:5][CH:6]=[CH:7][C:2]=2[F:1])[C:15]([Cl:19])=[CH:14][N:13]=1. (7) Given the reactants [CH2:1]([CH:4]1[N:8]([C:9](=[O:22])[C@@H:10]([NH:14][C:15]([O:17][C:18]([CH3:21])([CH3:20])[CH3:19])=[O:16])[CH2:11]C=C)[C@H:7]([C:23]([O:25][CH2:26][C:27]2[CH:32]=[CH:31][CH:30]=[CH:29][CH:28]=2)=[O:24])[CH2:6][CH2:5]1)[CH:2]=[CH2:3], predict the reaction product. The product is: [C:18]([O:17][C:15]([NH:14][C@@H:10]1[C:9](=[O:22])[N:8]2[C@H:7]([C:23]([O:25][CH2:26][C:27]3[CH:32]=[CH:31][CH:30]=[CH:29][CH:28]=3)=[O:24])[CH2:6][CH2:5][C@@H:4]2[CH2:1][CH:2]=[CH:3][CH2:11]1)=[O:16])([CH3:21])([CH3:20])[CH3:19]. (8) Given the reactants [F:1][C:2]1[C:30]([N:31]2[CH2:36][CH2:35][NH:34][CH2:33][CH2:32]2)=[CH:29][C:5]2[N:6]([CH2:17][C:18]3[CH:23]=[CH:22][C:21]([O:24][C:25]([F:28])([F:27])[F:26])=[CH:20][CH:19]=3)[C:7]([CH2:9][O:10][C:11]3[CH:16]=[CH:15][CH:14]=[CH:13][CH:12]=3)=[N:8][C:4]=2[CH:3]=1.[CH3:37][C:38]1[CH:46]=[CH:45][CH:44]=[CH:43][C:39]=1[C:40](Cl)=[O:41], predict the reaction product. The product is: [F:1][C:2]1[C:30]([N:31]2[CH2:36][CH2:35][N:34]([C:40]([C:39]3[CH:43]=[CH:44][CH:45]=[CH:46][C:38]=3[CH3:37])=[O:41])[CH2:33][CH2:32]2)=[CH:29][C:5]2[N:6]([CH2:17][C:18]3[CH:19]=[CH:20][C:21]([O:24][C:25]([F:26])([F:27])[F:28])=[CH:22][CH:23]=3)[C:7]([CH2:9][O:10][C:11]3[CH:12]=[CH:13][CH:14]=[CH:15][CH:16]=3)=[N:8][C:4]=2[CH:3]=1.